The task is: Predict the product of the given reaction.. This data is from Forward reaction prediction with 1.9M reactions from USPTO patents (1976-2016). (1) Given the reactants C(=O)([O-])[O-].[K+].[K+].[OH:7][C:8]1[CH:15]=[CH:14][C:11]([CH:12]=[O:13])=[CH:10][C:9]=1[N+:16]([O-:18])=[O:17].[CH2:19](Br)[C:20]1[CH:25]=[CH:24][CH:23]=[CH:22][CH:21]=1.O, predict the reaction product. The product is: [CH2:19]([O:7][C:8]1[CH:15]=[CH:14][C:11]([CH:12]=[O:13])=[CH:10][C:9]=1[N+:16]([O-:18])=[O:17])[C:20]1[CH:25]=[CH:24][CH:23]=[CH:22][CH:21]=1. (2) The product is: [Cl:26][C:21]1[CH:22]=[CH:23][CH:24]=[CH:25][C:20]=1[N:18]([CH3:19])[C:16]([C:14]1[S:13][C:12]2[C:6]3[CH:5]=[CH:4][C:3]([CH2:2][N:29]([CH3:30])[CH3:28])=[CH:27][C:7]=3[O:8][CH2:9][CH2:10][C:11]=2[CH:15]=1)=[O:17]. Given the reactants Br[CH2:2][C:3]1[CH:4]=[CH:5][C:6]2[C:12]3[S:13][C:14]([C:16]([N:18]([C:20]4[CH:25]=[CH:24][CH:23]=[CH:22][C:21]=4[Cl:26])[CH3:19])=[O:17])=[CH:15][C:11]=3[CH2:10][CH2:9][O:8][C:7]=2[CH:27]=1.[CH3:28][NH:29][CH3:30], predict the reaction product.